Dataset: Catalyst prediction with 721,799 reactions and 888 catalyst types from USPTO. Task: Predict which catalyst facilitates the given reaction. (1) Reactant: [I:1][C:2]1[NH:6][N:5]=[CH:4][C:3]=1[CH3:7].C(N(CC)C(C)C)(C)C.Cl[CH2:18][O:19][CH2:20][C:21]1[CH:26]=[CH:25][CH:24]=[CH:23][CH:22]=1.C([O-])(O)=O.[Na+]. Product: [CH2:20]([O:19][CH2:18][N:6]1[C:2]([I:1])=[C:3]([CH3:7])[CH:4]=[N:5]1)[C:21]1[CH:26]=[CH:25][CH:24]=[CH:23][CH:22]=1. The catalyst class is: 2. (2) Reactant: COC1C=CC(C[O:8][C@@H:9]2[C@@H:17]([C@@H:18]([O:20][CH3:21])[CH3:19])[O:16][C@H:15]3[C@H:11]([N:12]=[C:13]([N:22]([CH3:24])[CH3:23])[S:14]3)[C@H:10]2[O:25]CC2C=CC(OC)=CC=2)=CC=1.FC(F)(F)C(O)=O.CO.[NH4+].[OH-]. Product: [CH3:24][N:22]([CH3:23])[C:13]1[S:14][C@H:15]2[O:16][C@H:17]([C@H:18]([O:20][CH3:21])[CH3:19])[C@@H:9]([OH:8])[C@H:10]([OH:25])[C@H:11]2[N:12]=1. The catalyst class is: 4. (3) Reactant: [CH3:1][C@H:2]([NH2:7])[C:3]([CH3:6])([CH3:5])[CH3:4].[C:8]([O-])(O)=[O:9].[Na+].ClC(Cl)(OC(=O)OC(Cl)(Cl)Cl)Cl. Product: [N:7]([C@@H:2]([CH3:1])[C:3]([CH3:6])([CH3:5])[CH3:4])=[C:8]=[O:9]. The catalyst class is: 2. (4) Reactant: [CH2:1]([O:8][CH2:9][CH2:10][CH2:11][O:12][C:13]1[C:14]([OH:21])=[C:15]([CH:18]=[CH:19][CH:20]=1)[CH:16]=[O:17])[C:2]1[CH:7]=[CH:6][CH:5]=[CH:4][CH:3]=1.N1C=CC=CC=1.[F:28][C:29]([F:42])([F:41])[S:30](O[S:30]([C:29]([F:42])([F:41])[F:28])(=[O:32])=[O:31])(=[O:32])=[O:31]. Product: [CH2:1]([O:8][CH2:9][CH2:10][CH2:11][O:12][C:13]1[CH:20]=[CH:19][CH:18]=[C:15]([CH:16]=[O:17])[C:14]=1[O:21][S:30]([C:29]([F:42])([F:41])[F:28])(=[O:32])=[O:31])[C:2]1[CH:3]=[CH:4][CH:5]=[CH:6][CH:7]=1. The catalyst class is: 2. (5) Reactant: [NH2:1][C:2]1[N:7]=[C:6]([CH3:8])[C:5]([NH:9][C:10]([C:12]2[C:13](=[O:27])[O:14][C:15]3[C:20]([CH:21]=2)=[CH:19][CH:18]=[C:17]([O:22][CH3:23])[C:16]=3[CH2:24][CH2:25][CH3:26])=[O:11])=[CH:4][CH:3]=1.[CH3:28][S:29](Cl)(=[O:31])=[O:30]. Product: [CH3:23][O:22][C:17]1[C:16]([CH2:24][CH2:25][CH3:26])=[C:15]2[C:20]([CH:21]=[C:12]([C:10]([NH:9][C:5]3[C:6]([CH3:8])=[N:7][C:2]([NH:1][S:29]([CH3:28])(=[O:31])=[O:30])=[CH:3][CH:4]=3)=[O:11])[C:13](=[O:27])[O:14]2)=[CH:19][CH:18]=1. The catalyst class is: 3.